This data is from Full USPTO retrosynthesis dataset with 1.9M reactions from patents (1976-2016). The task is: Predict the reactants needed to synthesize the given product. Given the product [F:45][C@H:33]1[C@@H:32]([O:31][C:30]2[CH:46]=[CH:47][C:48]([C:2]3[N:3]=[C:4]([NH:8][C:9]4[CH:14]=[CH:13][C:12]([N:15]5[CH2:20][CH2:19][N:18]([CH:21]6[CH2:26][CH2:25][O:24][CH2:23][CH2:22]6)[CH2:17][CH2:16]5)=[CH:11][CH:10]=4)[N:5]=[CH:6][N:7]=3)=[CH:49][C:29]=2[C:27]#[N:28])[CH2:37][CH2:36][N:35]([C:38](=[O:40])[C@@H:65]([OH:66])[CH3:68])[CH2:34]1, predict the reactants needed to synthesize it. The reactants are: Cl[C:2]1[N:7]=[CH:6][N:5]=[C:4]([NH:8][C:9]2[CH:14]=[CH:13][C:12]([N:15]3[CH2:20][CH2:19][N:18]([CH:21]4[CH2:26][CH2:25][O:24][CH2:23][CH2:22]4)[CH2:17][CH2:16]3)=[CH:11][CH:10]=2)[N:3]=1.[C:27]([C:29]1[CH:49]=[C:48](B2OC(C)(C)C(C)(C)O2)[CH:47]=[CH:46][C:30]=1[O:31][C@H:32]1[CH2:37][CH2:36][N:35]([C:38]([O:40]C(C)(C)C)=O)[CH2:34][C@H:33]1[F:45])#[N:28].C(=O)([O-])[O-].[Na+].[Na+].[CH2:65]([CH2:68]OC)[O:66]C.